Task: Predict the reaction yield, written as a fraction of the theoretical maximum amount of product (1.0 means a 100% yield; for example, 0.34 means a 34% yield).. Dataset: Reaction yield outcomes from USPTO patents with 853,638 reactions (1) The reactants are Br[CH2:2][C:3]1[CH:4]=[C:5]([CH2:9][CH2:10][CH2:11][O:12]C2CCCCO2)[CH:6]=[CH:7][CH:8]=1.[NH2:19][C:20]1[CH:25]=[CH:24][CH:23]=[CH:22][C:21]=1/[CH:26]=[CH:27]/[C:28]([O:30][CH3:31])=[O:29].C(=O)([O-])[O-].[K+].[K+]. The catalyst is CN(C)C=O. The yield is 0.320. The product is [OH:12][CH2:11][CH2:10][CH2:9][C:5]1[CH:4]=[C:3]([CH:8]=[CH:7][CH:6]=1)[CH2:2][NH:19][C:20]1[CH:25]=[CH:24][CH:23]=[CH:22][C:21]=1/[CH:26]=[CH:27]/[C:28]([O:30][CH3:31])=[O:29]. (2) The reactants are [CH3:1][O:2][C:3]1[CH:4]=[C:5]([CH:11]([N:16]2[C:24](=[O:25])[C:23]3[C:18](=[CH:19][CH:20]=[CH:21][C:22]=3[NH2:26])[C:17]2=[O:27])[CH2:12][C:13](=[O:15])[CH3:14])[CH:6]=[CH:7][C:8]=1[O:9][CH3:10].C(N(CC)CC)C.[CH3:35][S:36](Cl)(=[O:38])=[O:37]. The catalyst is C(Cl)Cl. The product is [CH3:1][O:2][C:3]1[CH:4]=[C:5]([CH:11]([N:16]2[C:24](=[O:25])[C:23]3[C:18](=[CH:19][CH:20]=[CH:21][C:22]=3[N:26]([S:36]([CH3:35])(=[O:38])=[O:37])[S:36]([CH3:35])(=[O:38])=[O:37])[C:17]2=[O:27])[CH2:12][C:13](=[O:15])[CH3:14])[CH:6]=[CH:7][C:8]=1[O:9][CH3:10]. The yield is 0.810. (3) The reactants are [Br:1][C:2]1[CH:19]=[C:18]([N+:20]([O-:22])=[O:21])[CH:17]=[C:16]([Br:23])[C:3]=1[O:4][C:5]1[CH:6]=[C:7]2[C:12](=[CH:13][CH:14]=1)[N:11]=[C:10]([CH3:15])[CH:9]=[CH:8]2.C(OOC(=O)C1C=CC=CC=1)(=O)C1C=CC=CC=1.[Br:42]N1C(=O)CCC1=O. The catalyst is C(Cl)(Cl)(Cl)Cl. The product is [Br:42][CH2:15][C:10]1[CH:9]=[CH:8][C:7]2[C:12](=[CH:13][CH:14]=[C:5]([O:4][C:3]3[C:16]([Br:23])=[CH:17][C:18]([N+:20]([O-:22])=[O:21])=[CH:19][C:2]=3[Br:1])[CH:6]=2)[N:11]=1. The yield is 0.400.